This data is from Catalyst prediction with 721,799 reactions and 888 catalyst types from USPTO. The task is: Predict which catalyst facilitates the given reaction. (1) Reactant: [CH:1]([Cl:3])=[CH2:2].S(OOS([O-])(=O)=O)([O-])(=O)=[O:5].[K+:14].[K+].[CH2:16]([O:28][S:29]([C:32]1[CH:37]=[CH:36][CH:35]=[CH:34][CH:33]=1)(=[O:31])=[O:30])[CH2:17][CH2:18][CH2:19][CH2:20][CH2:21][CH2:22][CH2:23][CH2:24][CH2:25][CH2:26][CH3:27].[Na:38]. Product: [CH:1]([Cl:3])=[CH2:2].[CH2:16]([O:28][S:29]([C:32]1[CH:37]=[CH:36][CH:35]=[CH:34][CH:33]=1)(=[O:31])=[O:30])[CH2:17][CH2:18][CH2:19][CH2:20][CH2:21][CH2:22][CH2:23][CH2:24][CH2:25][CH2:26][CH3:27].[Na:38].[C:16]([O-:28])(=[O:5])[CH2:17][CH2:18][CH2:19][CH2:20][CH2:21][CH2:22][CH2:23][CH2:24][CH2:25][CH2:26][CH3:27].[K+:14]. The catalyst class is: 6. (2) Reactant: [C:1]([C:3]1[CH:4]=[C:5]([CH:9]=[CH:10][C:11]=1[O:12][CH2:13][CH:14]1[CH2:16][CH2:15]1)[C:6](Cl)=[O:7])#[N:2].O[NH:18][C:19](=[NH:39])[C:20]1[CH:29]=[CH:28][CH:27]=[C:26]2[C:21]=1[CH:22]=[CH:23][N:24]=[C:25]2[CH2:30][CH2:31][C:32]([O:34][C:35]([CH3:38])([CH3:37])[CH3:36])=[O:33].C(N(CC)CC)C. Product: [C:1]([C:3]1[CH:4]=[C:5]([C:6]2[O:7][N:18]=[C:19]([C:20]3[CH:29]=[CH:28][CH:27]=[C:26]4[C:21]=3[CH:22]=[CH:23][N:24]=[C:25]4[CH2:30][CH2:31][C:32]([O:34][C:35]([CH3:38])([CH3:37])[CH3:36])=[O:33])[N:39]=2)[CH:9]=[CH:10][C:11]=1[O:12][CH2:13][CH:14]1[CH2:16][CH2:15]1)#[N:2]. The catalyst class is: 3. (3) Reactant: C([O:3][C:4]([CH:6]1[CH2:11][CH2:10][N:9]([C:12]([C:14]2([CH3:17])[CH2:16][CH2:15]2)=[O:13])[CH2:8][CH2:7]1)=[O:5])C.C(OC(C1CCNCC1)=O)C.CC1(C(O)=O)CC1.O[Li].O. Product: [CH3:17][C:14]1([C:12]([N:9]2[CH2:8][CH2:7][CH:6]([C:4]([OH:5])=[O:3])[CH2:11][CH2:10]2)=[O:13])[CH2:15][CH2:16]1. The catalyst class is: 636. (4) Reactant: [F:1][C:2]([F:19])([F:18])[C:3]1[C:8]([C:9]([O:11][CH3:12])=[O:10])=[C:7]([OH:13])[CH:6]=[C:5]([C:14]([F:17])([F:16])[F:15])[N:4]=1.C(N(CC)CC)C.[C:27]1([N:33]([C:37]2[CH:42]=[CH:41][CH:40]=[CH:39][CH:38]=2)[C:34](Cl)=[O:35])[CH:32]=[CH:31][CH:30]=[CH:29][CH:28]=1. Product: [F:19][C:2]([F:18])([F:1])[C:3]1[C:8]([C:9]([O:11][CH3:12])=[O:10])=[C:7]([O:13][C:34]([N:33]([C:27]2[CH:32]=[CH:31][CH:30]=[CH:29][CH:28]=2)[C:37]2[CH:42]=[CH:41][CH:40]=[CH:39][CH:38]=2)=[O:35])[CH:6]=[C:5]([C:14]([F:17])([F:16])[F:15])[N:4]=1. The catalyst class is: 10. (5) Reactant: [NH:1]1[C:9]2[C:4](=[CH:5][CH:6]=[CH:7][CH:8]=2)[C:3]([C:10]([OH:12])=[O:11])=[CH:2]1.[H-].[Na+].[CH2:15](I)[C:16]([CH3:19])([CH3:18])[CH3:17].O. Product: [CH3:15][C:16]([CH3:19])([CH3:18])[CH2:17][N:1]1[C:9]2[C:4](=[CH:5][CH:6]=[CH:7][CH:8]=2)[C:3]([C:10]([OH:12])=[O:11])=[CH:2]1. The catalyst class is: 9. (6) Reactant: [Cl:1][C:2]1[CH:7]=[CH:6][C:5]([C:8]2[N:12]([C:13]3[CH:18]=[CH:17][C:16]([Cl:19])=[CH:15][C:14]=3[Cl:20])[N:11]=[C:10]([C:21]([NH:23][CH:24]3[CH2:29][CH2:28][NH:27][CH2:26][CH2:25]3)=[O:22])[C:9]=2[CH3:30])=[CH:4][CH:3]=1.Cl[C:32]([O:34][C:35]1C=CC([N+]([O-])=O)=C[CH:36]=1)=[O:33].C(N(CC)CC)C. Product: [Cl:1][C:2]1[CH:7]=[CH:6][C:5]([C:8]2[N:12]([C:13]3[CH:18]=[CH:17][C:16]([Cl:19])=[CH:15][C:14]=3[Cl:20])[N:11]=[C:10]([C:21]([NH:23][CH:24]3[CH2:29][CH2:28][N:27]([C:32]([O:34][CH2:35][CH3:36])=[O:33])[CH2:26][CH2:25]3)=[O:22])[C:9]=2[CH3:30])=[CH:4][CH:3]=1. The catalyst class is: 1. (7) Reactant: Br[C:2]1[C:7]2[S:8][C:9]([CH3:11])=[CH:10][C:6]=2[CH:5]=[CH:4][CH:3]=1.C([Li])CCC.[C:17](=[O:19])=[O:18]. Product: [CH3:11][C:9]1[S:8][C:7]2[C:2]([C:17]([OH:19])=[O:18])=[CH:3][CH:4]=[CH:5][C:6]=2[CH:10]=1. The catalyst class is: 305. (8) Reactant: [F:1][C:2]([F:7])([F:6])[C:3]([OH:5])=[O:4].[Cl:8][C:9]1[CH:18]=[CH:17][CH:16]=[C:15]2[C:10]=1[C:11](=[O:35])[N:12]([C:29]1[CH:34]=[CH:33][CH:32]=[CH:31][CH:30]=1)[C:13]([C@@H:19]([NH:21]C(=O)OC(C)(C)C)[CH3:20])=[N:14]2. Product: [F:1][C:2]([F:7])([F:6])[C:3]([OH:5])=[O:4].[NH2:21][C@H:19]([C:13]1[N:12]([C:29]2[CH:30]=[CH:31][CH:32]=[CH:33][CH:34]=2)[C:11](=[O:35])[C:10]2[C:15](=[CH:16][CH:17]=[CH:18][C:9]=2[Cl:8])[N:14]=1)[CH3:20]. The catalyst class is: 4. (9) Product: [NH2:8][C:7]1[CH:6]=[CH:5][C:4]([CH2:11][CH2:12][OH:13])=[CH:3][C:2]=1[F:1]. Reactant: [F:1][C:2]1[CH:3]=[C:4]([CH2:11][CH2:12][OH:13])[CH:5]=[CH:6][C:7]=1[N+:8]([O-])=O. The catalyst class is: 319. (10) Reactant: [Br:1][C:2]1[C:3]([C:8]([NH:10][C:11]2[C:12]([OH:17])=[N:13][CH:14]=[CH:15][CH:16]=2)=O)=[N:4][O:5][C:6]=1[CH3:7].P(Cl)(Cl)(Cl)=O.[OH-].[Na+]. Product: [Br:1][C:2]1[C:3]([C:8]2[O:17][C:12]3[C:11]([N:10]=2)=[CH:16][CH:15]=[CH:14][N:13]=3)=[N:4][O:5][C:6]=1[CH3:7]. The catalyst class is: 6.